Dataset: Full USPTO retrosynthesis dataset with 1.9M reactions from patents (1976-2016). Task: Predict the reactants needed to synthesize the given product. (1) The reactants are: [C:1]([C:3]1[CH:8]=[CH:7][C:6]([N:9]([CH2:14][C:15]([F:18])([F:17])[F:16])[CH2:10][C:11](O)=[O:12])=[CH:5][C:4]=1[C:19]([F:22])([F:21])[F:20])#[N:2].CCN=C=NCCCN(C)C.Cl.[F:35][C:36]1[CH:45]=[CH:44][C:39]([C:40](=[N:42]O)[NH2:41])=[CH:38][CH:37]=1. Given the product [F:35][C:36]1[CH:45]=[CH:44][C:39]([C:40]2[N:42]=[C:11]([CH2:10][N:9]([CH2:14][C:15]([F:18])([F:17])[F:16])[C:6]3[CH:7]=[CH:8][C:3]([C:1]#[N:2])=[C:4]([C:19]([F:21])([F:20])[F:22])[CH:5]=3)[O:12][N:41]=2)=[CH:38][CH:37]=1, predict the reactants needed to synthesize it. (2) Given the product [CH:9]([NH:8][C:6]1[C:5]([C:12](=[O:14])[CH3:13])=[CH:4][N:3]=[C:2]([S:16][CH3:15])[N:7]=1)([CH3:11])[CH3:10], predict the reactants needed to synthesize it. The reactants are: Cl[C:2]1[N:7]=[C:6]([NH:8][CH:9]([CH3:11])[CH3:10])[C:5]([C:12](=[O:14])[CH3:13])=[CH:4][N:3]=1.[CH3:15][S-:16].[Na+].